Dataset: Peptide-MHC class I binding affinity with 185,985 pairs from IEDB/IMGT. Task: Regression. Given a peptide amino acid sequence and an MHC pseudo amino acid sequence, predict their binding affinity value. This is MHC class I binding data. (1) The peptide sequence is MMLPATLAF. The MHC is HLA-B15:01 with pseudo-sequence HLA-B15:01. The binding affinity (normalized) is 0.519. (2) The peptide sequence is QALTDLGLI. The MHC is HLA-A02:01 with pseudo-sequence HLA-A02:01. The binding affinity (normalized) is 0.244. (3) The peptide sequence is QGDYKLFLE. The MHC is HLA-A24:02 with pseudo-sequence HLA-A24:02. The binding affinity (normalized) is 0. (4) The peptide sequence is AEWDRVHPV. The MHC is HLA-A01:01 with pseudo-sequence HLA-A01:01. The binding affinity (normalized) is 0. (5) The binding affinity (normalized) is 0. The peptide sequence is DNRTIISLNKY. The MHC is Mamu-B08 with pseudo-sequence Mamu-B08. (6) The peptide sequence is YAYEPGSVM. The MHC is HLA-A02:01 with pseudo-sequence HLA-A02:01. The binding affinity (normalized) is 0.0847.